Dataset: Full USPTO retrosynthesis dataset with 1.9M reactions from patents (1976-2016). Task: Predict the reactants needed to synthesize the given product. (1) Given the product [C:1]([O:5][C:6](=[O:27])[NH:7][C@@H:8]([C:12]1[CH:17]=[C:16]([C:18]2[N:22]([CH:23]([F:25])[F:24])[N:21]=[CH:20][C:19]=2[NH:26][C:30](=[O:31])[CH:29]([CH3:28])[CH:33]=[CH2:34])[CH:15]=[CH:14][N:13]=1)[CH2:9][CH:10]=[CH2:11])([CH3:2])([CH3:3])[CH3:4], predict the reactants needed to synthesize it. The reactants are: [C:1]([O:5][C:6](=[O:27])[NH:7][C@@H:8]([C:12]1[CH:17]=[C:16]([C:18]2[N:22]([CH:23]([F:25])[F:24])[N:21]=[CH:20][C:19]=2[NH2:26])[CH:15]=[CH:14][N:13]=1)[CH2:9][CH:10]=[CH2:11])([CH3:4])([CH3:3])[CH3:2].[CH3:28][CH:29]([CH:33]=[CH2:34])[C:30](O)=[O:31].N1C=CC=CC=1.C(P1(=O)OP(=O)(CCC)OP(=O)(CCC)O1)CC. (2) Given the product [F:1][C:2]1[CH:22]=[C:6]([CH2:7][N:8]2[CH2:13][CH2:12][NH:11][C@@H:10]([CH3:21])[CH2:9]2)[C:5]([CH3:23])=[C:4]([NH:24][C:25](=[O:33])[C:26]2[CH:31]=[CH:30][C:29]([CH3:32])=[N:28][CH:27]=2)[CH:3]=1, predict the reactants needed to synthesize it. The reactants are: [F:1][C:2]1[CH:3]=[C:4]([NH:24][C:25](=[O:33])[C:26]2[CH:31]=[CH:30][C:29]([CH3:32])=[N:28][CH:27]=2)[C:5]([CH3:23])=[C:6]([CH:22]=1)[CH2:7][N:8]1[CH2:13][CH2:12][N:11](C(OC(C)(C)C)=O)[C@@H:10]([CH3:21])[CH2:9]1.FC(F)(F)C(O)=O.C([O-])(O)=O.[Na+]. (3) Given the product [Br:17][CH2:14][C:3]1[CH:4]=[C:5]([CH2:8][N:9]([CH2:12][CH3:13])[CH2:10][CH3:11])[CH:6]=[CH:7][C:2]=1[Cl:1], predict the reactants needed to synthesize it. The reactants are: [Cl:1][C:2]1[CH:7]=[CH:6][C:5]([CH2:8][N:9]([CH2:12][CH3:13])[CH2:10][CH3:11])=[CH:4][C:3]=1[CH2:14]O.P(Br)(Br)[Br:17]. (4) Given the product [O:22]1[C:26]2[CH:27]=[CH:28][C:29]([NH:31][CH2:18][C:17]3[CH:20]=[CH:21][C:14]([C:12]4[O:11][N:10]=[C:9]([CH2:1][CH2:2][CH2:3][CH2:4][CH2:5][CH2:6][CH2:7][CH3:8])[N:13]=4)=[CH:15][CH:16]=3)=[CH:30][C:25]=2[O:24][CH2:23]1, predict the reactants needed to synthesize it. The reactants are: [CH2:1]([C:9]1[N:13]=[C:12]([C:14]2[CH:21]=[CH:20][C:17]([CH:18]=O)=[CH:16][CH:15]=2)[O:11][N:10]=1)[CH2:2][CH2:3][CH2:4][CH2:5][CH2:6][CH2:7][CH3:8].[O:22]1[C:26]2[CH:27]=[CH:28][C:29]([NH2:31])=[CH:30][C:25]=2[O:24][CH2:23]1. (5) Given the product [CH3:48][N:47]([CH3:46])[CH:52]1[CH2:58][CH2:59][N:54]([CH2:55][C:3]2[N:4]3[CH:9]=[CH:8][CH:7]=[CH:6][C:5]3=[N:1][C:2]=2[CH2:10][N:11]([CH3:22])[C@@H:12]2[C:21]3[N:20]=[CH:19][CH:18]=[CH:17][C:16]=3[CH2:15][CH2:14][CH2:13]2)[CH2:53]1, predict the reactants needed to synthesize it. The reactants are: [N:1]1[C:2]([CH2:10][N:11]([CH3:22])[C@@H:12]2[C:21]3[N:20]=[CH:19][CH:18]=[CH:17][C:16]=3[CH2:15][CH2:14][CH2:13]2)=[CH:3][N:4]2[CH:9]=[CH:8][CH:7]=[CH:6][C:5]=12.CN(C)C1CCNC1.CN(CC1N=[C:46]2C=CC=[CH:48][N:47]2[C:52]=1[CH2:53][N:54]1[CH2:59][CH2:58]OC[CH2:55]1)[C@@H]1C2N=CC=CC=2CCC1. (6) Given the product [CH3:1][N:2]1[N:6]2[C:7](=[O:13])[C:8]([CH3:12])=[C:9]([CH3:11])[N:10]=[C:5]2[C:4]([C:14]([OH:16])=[O:15])=[CH:3]1, predict the reactants needed to synthesize it. The reactants are: [CH3:1][N:2]1[N:6]2[C:7](=[O:13])[C:8]([CH3:12])=[C:9]([CH3:11])[N:10]=[C:5]2[C:4]([C:14]([O:16]CC)=[O:15])=[CH:3]1.[OH-].[Na+]. (7) Given the product [C:18]([N:13]1[C:14]2[C:10](=[CH:9][C:8]([C:1](=[O:7])[CH2:2][CH2:3][CH2:4][CH2:5][CH3:6])=[CH:16][CH:15]=2)[CH2:11][C:12]1=[O:17])(=[O:20])[CH3:19], predict the reactants needed to synthesize it. The reactants are: [C:1]([C:8]1[CH:9]=[C:10]2[C:14](=[CH:15][CH:16]=1)[NH:13][C:12](=[O:17])[CH2:11]2)(=[O:7])[CH2:2][CH2:3][CH2:4][CH2:5][CH3:6].[C:18](OC(=O)C)(=[O:20])[CH3:19]. (8) Given the product [C:12]([C:9]1[CH:10]=[C:11]2[C:6](=[CH:7][C:8]=1[O:14][CH3:15])[N:5]=[CH:4][CH:3]=[C:2]2[O:26][C:25]1[C:17]([F:16])=[C:18]2[C:22](=[CH:23][CH:24]=1)[NH:21][C:20]([CH3:27])=[CH:19]2)#[N:13], predict the reactants needed to synthesize it. The reactants are: Cl[C:2]1[C:11]2[C:6](=[CH:7][C:8]([O:14][CH3:15])=[C:9]([C:12]#[N:13])[CH:10]=2)[N:5]=[CH:4][CH:3]=1.[F:16][C:17]1[C:25]([OH:26])=[CH:24][CH:23]=[C:22]2[C:18]=1[CH:19]=[C:20]([CH3:27])[NH:21]2.C(=O)([O-])[O-].[Cs+].[Cs+].